This data is from Full USPTO retrosynthesis dataset with 1.9M reactions from patents (1976-2016). The task is: Predict the reactants needed to synthesize the given product. (1) Given the product [CH:1]1([CH2:5][C:6]2[N:7]=[C:8]([C:32]3[O:36][C:35]([CH2:37][C:38]([CH3:43])([CH3:44])[C:39]([OH:41])=[O:40])=[N:34][N:33]=3)[S:9][C:10]=2[C:11]2[CH:16]=[CH:15][C:14]([S:17](=[O:27])(=[O:26])[NH:18][C@H:19]([CH2:24][CH3:25])[C:20]([F:23])([F:22])[F:21])=[C:13]([F:28])[C:12]=2[CH:29]([F:30])[F:31])[CH2:4][CH2:3][CH2:2]1, predict the reactants needed to synthesize it. The reactants are: [CH:1]1([CH2:5][C:6]2[N:7]=[C:8]([C:32]3[O:36][C:35]([CH2:37][C:38]([CH3:44])([CH3:43])[C:39]([O:41]C)=[O:40])=[N:34][N:33]=3)[S:9][C:10]=2[C:11]2[CH:16]=[CH:15][C:14]([S:17](=[O:27])(=[O:26])[NH:18][C@H:19]([CH2:24][CH3:25])[C:20]([F:23])([F:22])[F:21])=[C:13]([F:28])[C:12]=2[CH:29]([F:31])[F:30])[CH2:4][CH2:3][CH2:2]1.[Li+].[OH-].O. (2) Given the product [CH2:1]([O:5][C:6]1[C:15]([O:16][CH3:17])=[CH:14][C:9]([C:10]([OH:12])=[O:11])=[CH:8][C:7]=1[O:18][CH3:19])[CH2:2][CH2:3][CH3:4], predict the reactants needed to synthesize it. The reactants are: [CH2:1]([O:5][C:6]1[C:15]([O:16][CH3:17])=[CH:14][C:9]([C:10]([O:12]C)=[O:11])=[CH:8][C:7]=1[O:18][CH3:19])[CH2:2][CH2:3][CH3:4]. (3) The reactants are: [NH:1]1[CH2:4][CH:3]([N:5]([CH3:12])[C:6]2[N:11]=[CH:10][CH:9]=[CH:8][N:7]=2)[CH2:2]1.[F:13][C:14]1[CH:22]=[CH:21][C:20]([CH:23]=[O:24])=[CH:19][C:15]=1[C:16](O)=[O:17].F[P-](F)(F)(F)(F)F.N1(OC(N(C)C)=[N+](C)C)C2C=CC=CC=2N=N1.C(N(CC)C(C)C)(C)C. Given the product [F:13][C:14]1[CH:22]=[CH:21][C:20]([CH:23]=[O:24])=[CH:19][C:15]=1[C:16]([N:1]1[CH2:4][CH:3]([N:5]([CH3:12])[C:6]2[N:7]=[CH:8][CH:9]=[CH:10][N:11]=2)[CH2:2]1)=[O:17], predict the reactants needed to synthesize it. (4) The reactants are: ON1C2C=CC=CC=2N=N1.Cl.CN(C)CCCN=C=NCC.[Cl:23][C:24]1[CH:29]=[CH:28][C:27]([CH:30]([C:49]2[CH:54]=[CH:53][C:52]([Cl:55])=[CH:51][CH:50]=2)[N:31]2[CH2:34][CH:33]([CH2:35][S:36]([NH:39][C:40]3[CH:41]=[C:42]([CH:46]=[CH:47][CH:48]=3)[C:43]([OH:45])=O)(=[O:38])=[O:37])[CH2:32]2)=[CH:26][CH:25]=1.Cl.[NH2:57][CH2:58][C:59]([N:61]1[CH2:66][CH2:65][O:64][CH2:63][CH2:62]1)=[O:60]. Given the product [Cl:23][C:24]1[CH:25]=[CH:26][C:27]([CH:30]([C:49]2[CH:54]=[CH:53][C:52]([Cl:55])=[CH:51][CH:50]=2)[N:31]2[CH2:34][CH:33]([CH2:35][S:36]([NH:39][C:40]3[CH:41]=[C:42]([CH:46]=[CH:47][CH:48]=3)[C:43]([NH:57][CH2:58][C:59]([N:61]3[CH2:66][CH2:65][O:64][CH2:63][CH2:62]3)=[O:60])=[O:45])(=[O:37])=[O:38])[CH2:32]2)=[CH:28][CH:29]=1, predict the reactants needed to synthesize it. (5) Given the product [Cl:1][C:2]1[CH:11]=[CH:10][C:5]([C:6]([OH:8])=[O:7])=[CH:4][C:3]=1[NH:12][C:13]([C:15]1([N:18]2[CH2:19][CH2:20][O:21][CH2:22][CH2:23]2)[CH2:16][CH2:17]1)=[O:14], predict the reactants needed to synthesize it. The reactants are: [Cl:1][C:2]1[CH:11]=[CH:10][C:5]([C:6]([O:8]C)=[O:7])=[CH:4][C:3]=1[NH:12][C:13]([C:15]1([N:18]2[CH2:23][CH2:22][O:21][CH2:20][CH2:19]2)[CH2:17][CH2:16]1)=[O:14].[OH-].[Li+].O.Cl. (6) Given the product [CH3:12][O:11][C:7]1[CH:8]=[CH:9][CH:10]=[C:3]([O:2][CH3:1])[C:4]=1[CH2:5][NH:6][C:23]([CH:22]([C:26]1[CH:31]=[CH:30][C:29]([C:32]2[CH:33]=[CH:34][CH:35]=[CH:36][CH:37]=2)=[CH:28][CH:27]=1)[NH:21][C:19]([C@H:18]([CH2:38][CH:39]([CH3:41])[CH3:40])[CH2:17][C:15]([O:14][CH3:13])=[O:16])=[O:20])=[O:24], predict the reactants needed to synthesize it. The reactants are: [CH3:1][O:2][C:3]1[CH:10]=[CH:9][CH:8]=[C:7]([O:11][CH3:12])[C:4]=1[CH2:5][NH2:6].[CH3:13][O:14][C:15]([CH2:17][C@@H:18]([CH2:38][CH:39]([CH3:41])[CH3:40])[C:19]([NH:21][CH:22]([C:26]1[CH:31]=[CH:30][C:29]([C:32]2[CH:37]=[CH:36][CH:35]=[CH:34][CH:33]=2)=[CH:28][CH:27]=1)[C:23](O)=[O:24])=[O:20])=[O:16].C(Cl)CCl.C1C=CC2N(O)N=NC=2C=1.CN1CCOCC1. (7) Given the product [F:24][C:25]([F:35])([F:36])[C:26]1[CH:27]=[C:28]([NH:32][C:33]([NH:1][C:2]2[CH:3]=[C:4]([CH:21]=[CH:22][CH:23]=2)[O:5][C:6]2[CH:7]=[CH:8][C:9]3[N:10]([CH:12]=[C:13]([NH:15][C:16]([CH:18]4[CH2:20][CH2:19]4)=[O:17])[N:14]=3)[N:11]=2)=[O:34])[CH:29]=[CH:30][CH:31]=1, predict the reactants needed to synthesize it. The reactants are: [NH2:1][C:2]1[CH:3]=[C:4]([CH:21]=[CH:22][CH:23]=1)[O:5][C:6]1[CH:7]=[CH:8][C:9]2[N:10]([CH:12]=[C:13]([NH:15][C:16]([CH:18]3[CH2:20][CH2:19]3)=[O:17])[N:14]=2)[N:11]=1.[F:24][C:25]([F:36])([F:35])[C:26]1[CH:27]=[C:28]([N:32]=[C:33]=[O:34])[CH:29]=[CH:30][CH:31]=1.C1(C)C=CC=CC=1. (8) Given the product [C:1]1([C:7]2[CH:8]=[C:9]([C:16]3[O:20][N:19]=[C:18]([C:21]4[CH:22]=[C:23]([CH2:26][N:27]5[CH2:30][CH:29]([C:31]([OH:33])=[O:32])[CH2:28]5)[S:24][CH:25]=4)[N:17]=3)[S:10][C:11]=2[C:12]([F:14])([F:13])[F:15])[CH:2]=[CH:3][CH:4]=[CH:5][CH:6]=1, predict the reactants needed to synthesize it. The reactants are: [C:1]1([C:7]2[CH:8]=[C:9]([C:16]3[O:20][N:19]=[C:18]([C:21]4[CH:22]=[C:23]([CH2:26][N:27]5[CH2:30][CH:29]([C:31]([O:33]CC)=[O:32])[CH2:28]5)[S:24][CH:25]=4)[N:17]=3)[S:10][C:11]=2[C:12]([F:15])([F:14])[F:13])[CH:6]=[CH:5][CH:4]=[CH:3][CH:2]=1.[OH-].[Na+].C(O)(=O)C.CO. (9) Given the product [CH3:13][N:3]1[C@@H:2]([CH3:1])[CH:6]=[C:5]([C:7]2[N:8]=[C:9]([SH:12])[S:10][CH:11]=2)[CH2:4]1, predict the reactants needed to synthesize it. The reactants are: [CH3:1][C@H:2]1[CH:6]=[C:5]([C:7]2[N:8]=[C:9]([SH:12])[S:10][CH:11]=2)[CH2:4][N:3]1[C:13](OCC=C)=O.ClCC(C1CN(C(OCC=C)=O)[C@@H](C)C=1)=O.[H-].[H-].[H-].[H-].[Li+].[Al+3].CO. (10) Given the product [F:9][C:8]([F:11])([F:10])[C:7]([C:5]1[S:6][C:2]([C:19]2[CH:20]=[CH:21][C:16]([C:13]([OH:15])=[O:14])=[CH:17][CH:18]=2)=[CH:3][CH:4]=1)=[O:12], predict the reactants needed to synthesize it. The reactants are: Br[C:2]1[S:6][C:5]([C:7](=[O:12])[C:8]([F:11])([F:10])[F:9])=[CH:4][CH:3]=1.[C:13]([C:16]1[CH:21]=[CH:20][C:19](B(O)O)=[CH:18][CH:17]=1)([OH:15])=[O:14].